Task: Binary Classification. Given a T-cell receptor sequence (or CDR3 region) and an epitope sequence, predict whether binding occurs between them.. Dataset: TCR-epitope binding with 47,182 pairs between 192 epitopes and 23,139 TCRs (1) Result: 1 (the TCR binds to the epitope). The TCR CDR3 sequence is CASTIPPRTSVSGELFF. The epitope is KRWIILGLNK. (2) The epitope is SLVKPSFYV. The TCR CDR3 sequence is CASTSFQAVEAFF. Result: 1 (the TCR binds to the epitope). (3) The epitope is IPSINVHHY. The TCR CDR3 sequence is CASSYATAYEQYF. Result: 1 (the TCR binds to the epitope). (4) The epitope is MPASWVMRI. The TCR CDR3 sequence is CSASSLAGSTGELFF. Result: 1 (the TCR binds to the epitope). (5) The epitope is TLIGDCATV. The TCR CDR3 sequence is CASSPFEGGSYEQYF. Result: 1 (the TCR binds to the epitope). (6) The epitope is YIFFASFYY. The TCR CDR3 sequence is CATSDLGTAAGYTF. Result: 1 (the TCR binds to the epitope).